This data is from Catalyst prediction with 721,799 reactions and 888 catalyst types from USPTO. The task is: Predict which catalyst facilitates the given reaction. (1) Product: [C:47]1([B-:34]([C:28]2[CH:29]=[CH:30][CH:31]=[CH:32][CH:33]=2)([C:35]2[CH:36]=[CH:37][CH:38]=[CH:39][CH:40]=2)[C:41]2[CH:46]=[CH:45][CH:44]=[CH:43][CH:42]=2)[CH:48]=[CH:49][CH:50]=[CH:51][CH:52]=1.[CH3:27][N+:3]([CH3:2])([CH2:11][CH2:12][O:13][C:14](=[O:26])[CH2:15][CH2:16][CH2:17][CH2:18][CH2:19][CH2:20][CH2:21][CH2:22][CH2:23][CH2:24][CH3:25])[CH2:4][C:5]1[CH:10]=[CH:9][CH:8]=[CH:7][CH:6]=1. The catalyst class is: 24. Reactant: [Cl-].[CH3:2][N+:3]([CH3:27])([CH2:11][CH2:12][O:13][C:14](=[O:26])[CH2:15][CH2:16][CH2:17][CH2:18][CH2:19][CH2:20][CH2:21][CH2:22][CH2:23][CH2:24][CH3:25])[CH2:4][C:5]1[CH:10]=[CH:9][CH:8]=[CH:7][CH:6]=1.[C:28]1([B-:34]([C:47]2[CH:52]=[CH:51][CH:50]=[CH:49][CH:48]=2)([C:41]2[CH:46]=[CH:45][CH:44]=[CH:43][CH:42]=2)[C:35]2[CH:40]=[CH:39][CH:38]=[CH:37][CH:36]=2)[CH:33]=[CH:32][CH:31]=[CH:30][CH:29]=1.[Na+]. (2) Reactant: Cl[C:2]1[N:7]=[C:6]([N:8]([CH3:25])[C:9]2[CH:10]=[C:11]3[C:15](=[CH:16][CH:17]=2)[N:14]([C:18]([O:20][C:21]([CH3:24])([CH3:23])[CH3:22])=[O:19])[N:13]=[CH:12]3)[CH:5]=[CH:4][N:3]=1.[CH:26]([NH:29][C:30](=[O:48])[CH2:31][O:32][C:33]1[CH:38]=[CH:37][CH:36]=[C:35](B2OC(C)(C)C(C)(C)O2)[CH:34]=1)([CH3:28])[CH3:27].CC(OC(OC(OC(C)(C)C)=O)=O)(C)C.[O-]P([O-])([O-])=O.[K+].[K+].[K+].P(C(C)(C)C)(C(C)(C)C)C(C)(C)C. Product: [CH:26]([NH:29][C:30](=[O:48])[CH2:31][O:32][C:33]1[CH:38]=[C:37]([C:2]2[N:7]=[C:6]([N:8]([CH3:25])[C:9]3[CH:10]=[C:11]4[C:15](=[CH:16][CH:17]=3)[N:14]([C:18]([O:20][C:21]([CH3:24])([CH3:23])[CH3:22])=[O:19])[N:13]=[CH:12]4)[CH:5]=[CH:4][N:3]=2)[CH:36]=[CH:35][CH:34]=1)([CH3:28])[CH3:27]. The catalyst class is: 552. (3) Reactant: [C:1]([NH:4][C:5]1[CH:10]=[C:9]([C:11]2[CH:16]=[CH:15][C:14]([Cl:17])=[C:13]([O:18][CH3:19])[C:12]=2[F:20])[N:8]=[C:7]([C:21]([O:23][CH3:24])=[O:22])[C:6]=1[O:25]CC1C=CC=CC=1)(=[O:3])[CH3:2]. Product: [C:1]([NH:4][C:5]1[CH:10]=[C:9]([C:11]2[CH:16]=[CH:15][C:14]([Cl:17])=[C:13]([O:18][CH3:19])[C:12]=2[F:20])[N:8]=[C:7]([C:21]([O:23][CH3:24])=[O:22])[C:6]=1[OH:25])(=[O:3])[CH3:2]. The catalyst class is: 421. (4) Reactant: Cl.[F:2][C:3]1[CH:4]=[C:5]([CH:11]=[CH:12][C:13]=1[NH:14][C:15]1[C:16]2[C:23]([F:24])=[CH:22][N:21]([CH:25]3[CH2:30][CH2:29][NH:28][CH2:27][CH2:26]3)[C:17]=2[N:18]=[CH:19][N:20]=1)[C:6]([N:8]([CH3:10])[CH3:9])=[O:7].C(N(CC)CC)C.Cl[C:39]([O:41][CH:42]([CH3:44])[CH3:43])=[O:40].O. Product: [CH3:9][N:8]([CH3:10])[C:6]([C:5]1[CH:11]=[CH:12][C:13]([NH:14][C:15]2[C:16]3[C:23]([F:24])=[CH:22][N:21]([CH:25]4[CH2:30][CH2:29][N:28]([C:39]([O:41][CH:42]([CH3:44])[CH3:43])=[O:40])[CH2:27][CH2:26]4)[C:17]=3[N:18]=[CH:19][N:20]=2)=[C:3]([F:2])[CH:4]=1)=[O:7]. The catalyst class is: 4.